Task: Regression. Given two drug SMILES strings and cell line genomic features, predict the synergy score measuring deviation from expected non-interaction effect.. Dataset: NCI-60 drug combinations with 297,098 pairs across 59 cell lines (1) Drug 1: CCC1(CC2CC(C3=C(CCN(C2)C1)C4=CC=CC=C4N3)(C5=C(C=C6C(=C5)C78CCN9C7C(C=CC9)(C(C(C8N6C=O)(C(=O)OC)O)OC(=O)C)CC)OC)C(=O)OC)O.OS(=O)(=O)O. Drug 2: C1CC(=O)NC(=O)C1N2C(=O)C3=CC=CC=C3C2=O. Cell line: SK-OV-3. Synergy scores: CSS=5.39, Synergy_ZIP=-6.93, Synergy_Bliss=-7.35, Synergy_Loewe=-22.1, Synergy_HSA=-8.35. (2) Drug 1: CN(C)N=NC1=C(NC=N1)C(=O)N. Drug 2: CC1=C(C(=CC=C1)Cl)NC(=O)C2=CN=C(S2)NC3=CC(=NC(=N3)C)N4CCN(CC4)CCO. Cell line: CAKI-1. Synergy scores: CSS=61.9, Synergy_ZIP=-2.99, Synergy_Bliss=-2.40, Synergy_Loewe=-5.11, Synergy_HSA=2.41. (3) Drug 1: CC(CN1CC(=O)NC(=O)C1)N2CC(=O)NC(=O)C2. Drug 2: B(C(CC(C)C)NC(=O)C(CC1=CC=CC=C1)NC(=O)C2=NC=CN=C2)(O)O. Cell line: SF-295. Synergy scores: CSS=30.6, Synergy_ZIP=-8.88, Synergy_Bliss=1.07, Synergy_Loewe=5.35, Synergy_HSA=5.46. (4) Drug 1: COC1=C2C(=CC3=C1OC=C3)C=CC(=O)O2. Drug 2: CC1C(C(CC(O1)OC2CC(CC3=C2C(=C4C(=C3O)C(=O)C5=C(C4=O)C(=CC=C5)OC)O)(C(=O)CO)O)N)O.Cl. Cell line: CCRF-CEM. Synergy scores: CSS=42.3, Synergy_ZIP=-0.340, Synergy_Bliss=-1.36, Synergy_Loewe=-2.07, Synergy_HSA=1.03.